From a dataset of Catalyst prediction with 721,799 reactions and 888 catalyst types from USPTO. Predict which catalyst facilitates the given reaction. (1) Reactant: [OH:1][C:2]1[C:11]2[C:6](=[N:7][CH:8]=[CH:9][CH:10]=2)[N:5]([CH2:12][CH2:13][CH:14]([CH3:16])[CH3:15])[C:4](=[O:17])[C:3]=1[C:18]1[NH:23][C:22]2[CH:24]=[CH:25][C:26]([NH:28][S:29](=[O:45])(=[O:44])[N:30]([CH2:41][CH2:42][CH3:43])C(OCC3C=CC=CC=3)=O)=[CH:27][C:21]=2[S:20](=[O:47])(=[O:46])[N:19]=1. Product: [OH:1][C:2]1[C:11]2[C:6](=[N:7][CH:8]=[CH:9][CH:10]=2)[N:5]([CH2:12][CH2:13][CH:14]([CH3:15])[CH3:16])[C:4](=[O:17])[C:3]=1[C:18]1[NH:23][C:22]2[CH:24]=[CH:25][C:26]([NH:28][S:29]([NH:30][CH2:41][CH2:42][CH3:43])(=[O:45])=[O:44])=[CH:27][C:21]=2[S:20](=[O:47])(=[O:46])[N:19]=1. The catalyst class is: 19. (2) Reactant: Br[CH2:2][CH2:3][O:4][C:5]1[CH:6]=[C:7]2[C:12](=[CH:13][CH:14]=1)[N+:11]([O-:15])=[CH:10][CH:9]=[CH:8]2.[NH:16]1[CH2:21][CH2:20][O:19][CH2:18][CH2:17]1. Product: [N:16]1([CH2:2][CH2:3][O:4][C:5]2[CH:6]=[C:7]3[C:12](=[CH:13][CH:14]=2)[N+:11]([O-:15])=[CH:10][CH:9]=[CH:8]3)[CH2:21][CH2:20][O:19][CH2:18][CH2:17]1. The catalyst class is: 10. (3) Reactant: [H-].[Na+].C(O)C.[CH:6]1([C:11]([O:13]C)=O)[CH2:10][CH2:9][CH2:8][CH2:7]1.[CH3:15][O:16][C:17]1[CH:22]=[CH:21][C:20]([C:23](=[O:25])[CH3:24])=[CH:19][CH:18]=1. Product: [CH:6]1([C:11](=[O:13])[CH2:24][C:23]([C:20]2[CH:21]=[CH:22][C:17]([O:16][CH3:15])=[CH:18][CH:19]=2)=[O:25])[CH2:7][CH2:8][CH2:9][CH2:10]1. The catalyst class is: 1. (4) Reactant: [OH:1][C:2]1[CH:3]=[C:4]2[C:9](=[CH:10][CH:11]=1)[CH2:8][CH:7]([C:12]([O:14][CH3:15])=[O:13])[CH2:6][CH2:5]2.[CH2:16](O)[C:17]1[CH:22]=[CH:21][CH:20]=[CH:19][CH:18]=1.C1(P(C2C=CC=CC=2)C2C=CC=CC=2)C=CC=CC=1.N(C(OCC)=O)=NC(OCC)=O. Product: [CH2:16]([O:1][C:2]1[CH:3]=[C:4]2[C:9](=[CH:10][CH:11]=1)[CH2:8][CH:7]([C:12]([O:14][CH3:15])=[O:13])[CH2:6][CH2:5]2)[C:17]1[CH:22]=[CH:21][CH:20]=[CH:19][CH:18]=1. The catalyst class is: 49.